From a dataset of Experimentally validated miRNA-target interactions with 360,000+ pairs, plus equal number of negative samples. Binary Classification. Given a miRNA mature sequence and a target amino acid sequence, predict their likelihood of interaction. (1) The miRNA is hsa-miR-138-2-3p with sequence GCUAUUUCACGACACCAGGGUU. The protein sequence of the target gene is MEVNPPKQEHLLALKVMRLTKPTLFTNIPVTCEEKDLPGDLFNQLMRDDPSTVNGAEVLMLGEMLTLPQNFGNIFLGETFSSYISVHNDSNQVVKDILVKADLQTSSQRLNLSASNAAVAELKPDCCIDDVIHHEVKEIGTHILVCAVSYTTQAGEKMYFRKFFKFQVLKPLDVKTKFYNAESDLSSVTDEVFLEAQIQNMTTSPMFMEKVSLEPSIMYNVTELNSVSQAGECVSTFGSRAYLQPMDTRQYLYCLKPKNEFAEKAGIIKGVTVIGKLDIVWKTNLGERGRLQTSQLQRMA.... Result: 1 (interaction). (2) The miRNA is hsa-miR-3944-3p with sequence UUCGGGCUGGCCUGCUGCUCCGG. Result: 1 (interaction). The protein sequence of the target gene is MSWAPVLLMLFVYCTGCGPQPVLHQPPAMSSALGTTIRLTCTLRNDHDIGVYSVYWYQQRPGHPPRFLLRYFSQSDKSQGPQVPPRFSGSKDVARNRGYLSISELQPEDEAMYYCAMGARSSEKEEREREWEEEMEPTAARTRVP.